This data is from Reaction yield outcomes from USPTO patents with 853,638 reactions. The task is: Predict the reaction yield, written as a fraction of the theoretical maximum amount of product (1.0 means a 100% yield; for example, 0.34 means a 34% yield). The reactants are [Cl:1][C:2]1[CH:10]=[C:9]2[C:5](/[C:6](=[CH:20]/[C:21]3[CH:26]=[CH:25][CH:24]=[C:23]([Cl:27])[CH:22]=3)/[C:7](=[O:19])[N:8]2[CH2:11][O:12][CH2:13][CH2:14][Si](C)(C)C)=[CH:4][CH:3]=1.[CH2:28]([C:30]([CH:33]=[N:34][C:35]([O:37][Si:38]([CH3:41])([CH3:40])[CH3:39])=[CH2:36])=[CH:31][CH3:32])[CH3:29]. The catalyst is C1(C)C=CC=CC=1. The product is [Cl:1][C:2]1[CH:10]=[C:9]2[NH:8][C:7](=[O:19])[C:6]3([CH:20]([C:21]4[CH:26]=[CH:25][CH:24]=[C:23]([Cl:27])[CH:22]=4)[CH2:36][C:35](=[O:37])[NH:34][CH:33]3[C:30]([CH2:31][CH3:32])=[CH:28][CH3:29])[C:5]2=[CH:4][CH:3]=1.[CH3:11][O:12][CH:13]([Si:38]([CH3:39])([CH3:40])[CH3:41])[CH3:14]. The yield is 0.850.